From a dataset of Forward reaction prediction with 1.9M reactions from USPTO patents (1976-2016). Predict the product of the given reaction. (1) Given the reactants [C:1]([C:5]1[CH:10]=[CH:9][C:8]([NH:11][C:12](=[O:28])[C:13]2[CH:18]=[CH:17][C:16]([C:19]3[C:24]([N+:25]([O-])=O)=[CH:23][CH:22]=[CH:21][N:20]=3)=[CH:15][CH:14]=2)=[CH:7][CH:6]=1)([CH3:4])([CH3:3])[CH3:2].C(Cl)Cl, predict the reaction product. The product is: [NH2:25][C:24]1[C:19]([C:16]2[CH:15]=[CH:14][C:13]([C:12]([NH:11][C:8]3[CH:9]=[CH:10][C:5]([C:1]([CH3:2])([CH3:3])[CH3:4])=[CH:6][CH:7]=3)=[O:28])=[CH:18][CH:17]=2)=[N:20][CH:21]=[CH:22][CH:23]=1. (2) Given the reactants C([O:8][C:9]1[CH:10]=[C:11]2[C:15](=[CH:16][C:17]=1[N:18]([CH:22]1[CH2:27][CH2:26][O:25][CH2:24][CH2:23]1)[C:19](=[O:21])[CH3:20])[N:14]([CH:28]1[CH2:33][CH2:32][CH2:31][CH2:30][O:29]1)[N:13]=[CH:12]2)C1C=CC=CC=1, predict the reaction product. The product is: [OH:8][C:9]1[CH:10]=[C:11]2[C:15](=[CH:16][C:17]=1[N:18]([CH:22]1[CH2:23][CH2:24][O:25][CH2:26][CH2:27]1)[C:19](=[O:21])[CH3:20])[N:14]([CH:28]1[CH2:33][CH2:32][CH2:31][CH2:30][O:29]1)[N:13]=[CH:12]2.